Dataset: Catalyst prediction with 721,799 reactions and 888 catalyst types from USPTO. Task: Predict which catalyst facilitates the given reaction. (1) Reactant: [OH:1][C:2]1[C:11]([O:12][C:13]([C:15]2[CH:20]=[CH:19][CH:18]=[CH:17][CH:16]=2)=[O:14])=[CH:10][CH:9]=[CH:8][C:3]=1[C:4]([O:6][CH3:7])=[O:5].[Br:21][CH2:22][CH2:23]Br.C(=O)([O-])[O-].[Cs+].[Cs+]. Product: [Br:21][CH2:22][CH2:23][O:1][C:2]1[C:11]([O:12][C:13]([C:15]2[CH:20]=[CH:19][CH:18]=[CH:17][CH:16]=2)=[O:14])=[CH:10][CH:9]=[CH:8][C:3]=1[C:4]([O:6][CH3:7])=[O:5]. The catalyst class is: 9. (2) Reactant: [C:1]([O:5][C:6]([N:8]1[CH2:11][CH:10]([C:12]2[C:17](Br)=[CH:16][CH:15]=[CH:14][N:13]=2)[CH2:9]1)=[O:7])([CH3:4])([CH3:3])[CH3:2].C[C:20]1[CH:21]=[C:22](B(O)O)[CH:23]=[CH:24][CH:25]=1.C([O-])([O-])=O.[Na+].[Na+].O. Product: [C:1]([O:5][C:6]([N:8]1[CH2:11][CH:10]([C:12]2[C:17]([C:20]3[CH:21]=[CH:22][CH:23]=[CH:24][CH:25]=3)=[CH:16][CH:15]=[CH:14][N:13]=2)[CH2:9]1)=[O:7])([CH3:4])([CH3:3])[CH3:2]. The catalyst class is: 75. (3) Reactant: Br[C:2]1[CH:7]=[CH:6][CH:5]=[CH:4][CH:3]=1.[Mg].II.[CH2:11]([N:18]1[CH2:24][CH2:23][C:22]([Cl:25])=[C:21]([CH:26]=[O:27])[CH2:20][CH2:19]1)[C:12]1[CH:17]=[CH:16][CH:15]=[CH:14][CH:13]=1. Product: [CH2:11]([N:18]1[CH2:24][CH2:23][C:22]([Cl:25])=[C:21]([CH:26]([C:2]2[CH:7]=[CH:6][CH:5]=[CH:4][CH:3]=2)[OH:27])[CH2:20][CH2:19]1)[C:12]1[CH:13]=[CH:14][CH:15]=[CH:16][CH:17]=1. The catalyst class is: 27. (4) Reactant: [I:1][C:2]1[CH:3]=[C:4]([N:8]2[C:12](=[O:13])[CH2:11][NH:10][C:9]2=[O:14])[CH:5]=[CH:6][CH:7]=1.[H-].[Na+].[CH2:17](Cl)[C:18]1[CH:23]=[CH:22][CH:21]=[CH:20][CH:19]=1.Cl. Product: [CH2:17]([N:10]1[CH2:11][C:12](=[O:13])[N:8]([C:4]2[CH:5]=[CH:6][CH:7]=[C:2]([I:1])[CH:3]=2)[C:9]1=[O:14])[C:18]1[CH:23]=[CH:22][CH:21]=[CH:20][CH:19]=1. The catalyst class is: 3. (5) Reactant: [Cl:1][CH2:2][C:3]1[CH:8]=[CH:7][CH:6]=[CH:5][N:4]=1.[CH2:9]([P:13]([CH2:18][CH2:19][CH2:20][CH3:21])[CH2:14][CH2:15][CH2:16][CH3:17])[CH2:10][CH2:11][CH3:12].C(OCC)C. Product: [Cl-:1].[N:4]1[CH:5]=[CH:6][CH:7]=[CH:8][C:3]=1[CH2:2][P+:13]([CH2:14][CH2:15][CH2:16][CH3:17])([CH2:18][CH2:19][CH2:20][CH3:21])[CH2:9][CH2:10][CH2:11][CH3:12]. The catalyst class is: 48.